Dataset: Forward reaction prediction with 1.9M reactions from USPTO patents (1976-2016). Task: Predict the product of the given reaction. (1) Given the reactants [CH:1]([N:4]1[CH:8]=[C:7]([N:9]2[C:21]3[C:20]4[CH:19]=[C:18](B5OC(C)(C)C(C)(C)O5)[CH:17]=[CH:16][C:15]=4[N:14]=[CH:13][C:12]=3[N:11]([CH3:31])[C:10]2=[O:32])[C:6]([CH3:33])=[N:5]1)([CH3:3])[CH3:2].Br[C:35]1[CH:36]=[CH:37][C:38]([C:41]([NH2:43])=[O:42])=[N:39][CH:40]=1, predict the reaction product. The product is: [CH:1]([N:4]1[CH:8]=[C:7]([N:9]2[C:21]3[C:20]4[CH:19]=[C:18]([C:35]5[CH:36]=[CH:37][C:38]([C:41]([NH2:43])=[O:42])=[N:39][CH:40]=5)[CH:17]=[CH:16][C:15]=4[N:14]=[CH:13][C:12]=3[N:11]([CH3:31])[C:10]2=[O:32])[C:6]([CH3:33])=[N:5]1)([CH3:3])[CH3:2]. (2) Given the reactants Br[C:2]1[CH:7]=[CH:6][CH:5]=[C:4]([F:8])[C:3]=1[O:9][C:10]1[CH:15]=[CH:14][CH:13]=[C:12]([CH3:16])[CH:11]=1.[Li]CCCC.CN(OC)[C:24]([C@@H:26]1[CH2:31][CH2:30][CH2:29][N:28]([C:32]([O:34][C:35]([CH3:38])([CH3:37])[CH3:36])=[O:33])[CH2:27]1)=[O:25], predict the reaction product. The product is: [F:8][C:4]1[C:3]([O:9][C:10]2[CH:15]=[CH:14][CH:13]=[C:12]([CH3:16])[CH:11]=2)=[C:2]([C:24]([C@@H:26]2[CH2:31][CH2:30][CH2:29][N:28]([C:32]([O:34][C:35]([CH3:38])([CH3:37])[CH3:36])=[O:33])[CH2:27]2)=[O:25])[CH:7]=[CH:6][CH:5]=1. (3) Given the reactants [CH:1]([C:3]1[CH:8]=[CH:7][N:6]=[CH:5][CH:4]=1)=[CH2:2].[NH2:9][C:10]1[CH:18]=[C:17]2[C:13]([CH:14]=[CH:15][NH:16]2)=[CH:12][CH:11]=1, predict the reaction product. The product is: [NH2:9][C:10]1[CH:18]=[C:17]2[C:13]([CH:14]=[CH:15][N:16]2[CH2:2][CH2:1][C:3]2[CH:8]=[CH:7][N:6]=[CH:5][CH:4]=2)=[CH:12][CH:11]=1. (4) The product is: [OH:1][C@H:2]([CH3:6])[C:3]([N:41]1[CH2:42][CH2:43][C@@H:39]([O:38][C:33]2[CH:32]=[CH:31][C:30]([C:26]3[N:25]=[C:24]([NH:23][C:20]4[CH:21]=[CH:22][C:17]([N:14]5[CH2:13][CH2:12][N:11]([CH:9]6[CH2:8][O:7][CH2:10]6)[CH2:16][CH2:15]5)=[CH:18][CH:19]=4)[N:29]=[CH:28][N:27]=3)=[CH:37][C:34]=2[C:35]#[N:36])[CH2:40]1)=[O:4]. Given the reactants [OH:1][C@H:2]([CH3:6])[C:3](O)=[O:4].[O:7]1[CH2:10][CH:9]([N:11]2[CH2:16][CH2:15][N:14]([C:17]3[CH:22]=[CH:21][C:20]([NH:23][C:24]4[N:29]=[CH:28][N:27]=[C:26]([C:30]5[CH:31]=[CH:32][C:33]([O:38][C@@H:39]6[CH2:43][CH2:42][NH:41][CH2:40]6)=[C:34]([CH:37]=5)[C:35]#[N:36])[N:25]=4)=[CH:19][CH:18]=3)[CH2:13][CH2:12]2)[CH2:8]1, predict the reaction product. (5) Given the reactants [CH3:1][C:2]1[CH:3]=[C:4]([C:8]2[N:9]=[C:10]([C:20]3[CH:25]=[CH:24][C:23]([S:26]([CH3:29])(=[O:28])=[O:27])=[CH:22][CH:21]=3)[S:11][C:12]=2[C:13]2[CH:18]=[CH:17][N+:16]([O-])=[CH:15][CH:14]=2)[CH:5]=[CH:6][CH:7]=1.F[B-](F)(F)F.[CH3:35][O+:36](C)C.S(OOS([O-])(=O)=O)([O-])(=O)=O.[NH4+].[NH4+], predict the reaction product. The product is: [CH3:1][C:2]1[CH:3]=[C:4]([C:8]2[N:9]=[C:10]([C:20]3[CH:25]=[CH:24][C:23]([S:26]([CH3:29])(=[O:28])=[O:27])=[CH:22][CH:21]=3)[S:11][C:12]=2[C:13]2[CH:18]=[CH:17][N:16]=[C:15]([CH2:35][OH:36])[CH:14]=2)[CH:5]=[CH:6][CH:7]=1. (6) Given the reactants [NH2:1][C:2]1[CH:7]=[CH:6][C:5]([C:8]2[N:9]([CH:21]3[CH2:23][CH2:22]3)[C:10]3[C:15]([C:16]=2[C:17]#[N:18])=[CH:14][CH:13]=[C:12]([O:19][CH3:20])[CH:11]=3)=[CH:4][CH:3]=1.[CH:24]([O:27][C:28](Cl)=[O:29])([CH3:26])[CH3:25], predict the reaction product. The product is: [CH:24]([O:27][C:28](=[O:29])[NH:1][C:2]1[CH:3]=[CH:4][C:5]([C:8]2[N:9]([CH:21]3[CH2:23][CH2:22]3)[C:10]3[C:15]([C:16]=2[C:17]#[N:18])=[CH:14][CH:13]=[C:12]([O:19][CH3:20])[CH:11]=3)=[CH:6][CH:7]=1)([CH3:26])[CH3:25]. (7) The product is: [Br:59][CH2:55][C:17]1[CH:16]=[C:15]([C:12]2[CH:11]=[C:10]([C:23]([NH:25][CH2:26][C:27]3[C:28](=[O:35])[N:29]([CH3:36])[CH:30]=[CH:31][C:32]=3[CH3:33])=[O:24])[C:9]3[CH:8]=[N:7][N:6]([CH:1]4[CH2:5][CH2:4][CH2:3][CH2:2]4)[C:14]=3[CH:13]=2)[CH:20]=[CH:19][CH:18]=1. Given the reactants [CH:1]1([N:6]2[C:14]3[CH:13]=[C:12]([C:15]4[CH:20]=[CH:19][CH:18]=[C:17](CO)[CH:16]=4)[CH:11]=[C:10]([C:23]([NH:25][CH2:26][C:27]4[C:28](=[O:35])[NH:29][C:30](C)=[CH:31][C:32]=4[CH3:33])=[O:24])[C:9]=3[CH:8]=[N:7]2)[CH2:5][CH2:4][CH2:3][CH2:2]1.[C:36]1(P(C2C=CC=CC=2)C2C=CC=CC=2)C=CC=CC=1.[C:55]([Br:59])(Br)(Br)Br.O, predict the reaction product.